From a dataset of Forward reaction prediction with 1.9M reactions from USPTO patents (1976-2016). Predict the product of the given reaction. (1) Given the reactants [CH2:1]([O:8][C:9]([N:11]([CH2:13][C:14]1[CH:19]=[C:18]([N+:20]([O-])=O)[CH:17]=[CH:16][C:15]=1[CH2:23][C:24]([O:26][CH2:27][CH3:28])=[O:25])[CH3:12])=[O:10])[C:2]1[CH:7]=[CH:6][CH:5]=[CH:4][CH:3]=1.[Cl-].[NH4+], predict the reaction product. The product is: [NH2:20][C:18]1[CH:17]=[CH:16][C:15]([CH2:23][C:24]([O:26][CH2:27][CH3:28])=[O:25])=[C:14]([CH2:13][N:11]([C:9]([O:8][CH2:1][C:2]2[CH:3]=[CH:4][CH:5]=[CH:6][CH:7]=2)=[O:10])[CH3:12])[CH:19]=1. (2) Given the reactants [Br:1][C:2]1[CH:3]=[C:4]([S:12]([NH:15]C(C)(C)C)(=[O:14])=[O:13])[C:5]2[N:6]([CH:8]=[C:9]([CH3:11])[N:10]=2)[CH:7]=1, predict the reaction product. The product is: [Br:1][C:2]1[CH:3]=[C:4]([S:12]([NH2:15])(=[O:14])=[O:13])[C:5]2[N:6]([CH:8]=[C:9]([CH3:11])[N:10]=2)[CH:7]=1. (3) Given the reactants Cl.[CH:2]([N:5]1[C:13]2[C:8](=[CH:9][C:10]([O:14][CH:15]3[CH2:20][CH2:19][N:18]([CH:21]([CH3:23])[CH3:22])[CH2:17][CH2:16]3)=[CH:11][CH:12]=2)[CH:7]=[C:6]1[C:24]([N:26]1[CH2:31][CH2:30][NH:29][CH2:28][CH2:27]1)=[O:25])([CH3:4])[CH3:3].[CH2:32]([N:34]([CH2:38][CH3:39])[C:35](Cl)=[O:36])[CH3:33], predict the reaction product. The product is: [CH2:32]([N:34]([CH2:38][CH3:39])[C:35]([N:29]1[CH2:28][CH2:27][N:26]([C:24]([C:6]2[N:5]([CH:2]([CH3:3])[CH3:4])[C:13]3[C:8]([CH:7]=2)=[CH:9][C:10]([O:14][CH:15]2[CH2:20][CH2:19][N:18]([CH:21]([CH3:23])[CH3:22])[CH2:17][CH2:16]2)=[CH:11][CH:12]=3)=[O:25])[CH2:31][CH2:30]1)=[O:36])[CH3:33]. (4) Given the reactants [CH3:1][N:2]1[CH2:8][CH2:7][CH2:6][NH:5][CH2:4][CH2:3]1.CCN(C(C)C)C(C)C.Br[CH2:19][CH2:20][OH:21], predict the reaction product. The product is: [CH3:1][N:2]1[CH2:8][CH2:7][CH2:6][N:5]([CH2:19][CH2:20][OH:21])[CH2:4][CH2:3]1. (5) Given the reactants [OH:1][C:2]1[C:3]([C:11](=[O:13])[CH3:12])=[CH:4][C:5]2[O:9][CH2:8][O:7][C:6]=2[CH:10]=1.C1N2CN3CN(C2)CN1C3.C1(C)C=CC=CC=1.FC(F)(F)[C:33](O)=[O:34], predict the reaction product. The product is: [C:11]([C:3]1[C:2]([OH:1])=[C:10]([CH:33]=[O:34])[C:6]2[O:7][CH2:8][O:9][C:5]=2[CH:4]=1)(=[O:13])[CH3:12].